Predict the product of the given reaction. From a dataset of Forward reaction prediction with 1.9M reactions from USPTO patents (1976-2016). (1) Given the reactants [CH2:1]([O:3][C:4](=[O:34])[CH:5]([C:10]1[CH:11]=[C:12]([C:24]2[CH:29]=[CH:28][C:27]([C:30]([F:33])([F:32])[F:31])=[CH:26][CH:25]=2)[CH:13]=[C:14](OS(C(F)(F)F)(=O)=O)[CH:15]=1)[CH2:6][CH:7]([CH3:9])[CH3:8])[CH3:2].C(P(C(C)(C)C)C1C=CC2C(=CC=CC=2)C=1C1C2C(=CC=CC=2)C=CC=1)(C)(C)C.[CH3:64][CH:65]1[CH2:70][CH2:69][CH2:68][CH2:67][NH:66]1.CC([O-])(C)C.[Na+], predict the reaction product. The product is: [CH2:1]([O:3][C:4](=[O:34])[CH:5]([C:10]1[CH:11]=[C:12]([C:24]2[CH:25]=[CH:26][C:27]([C:30]([F:32])([F:33])[F:31])=[CH:28][CH:29]=2)[CH:13]=[C:14]([N:66]2[CH2:67][CH2:68][CH2:69][CH2:70][CH:65]2[CH3:64])[CH:15]=1)[CH2:6][CH:7]([CH3:9])[CH3:8])[CH3:2]. (2) Given the reactants [CH:1](=[N:3][NH:4][C:5](=[O:12])[C:6]1[CH:11]=[CH:10][CH:9]=[CH:8][CH:7]=1)[CH3:2].[CH:13]12[CH2:19][CH:16]([CH2:17][CH2:18]1)[CH2:15][CH:14]2[C:20]([CH3:29])=[C:21]([O:27][CH3:28])[O:22][Si](C)(C)C, predict the reaction product. The product is: [C:5]([NH:4][NH:3][CH:1]([CH3:2])[C:20]([CH:14]1[CH2:15][CH:16]2[CH2:19][CH:13]1[CH2:18][CH2:17]2)([CH3:29])[C:21]([O:27][CH3:28])=[O:22])(=[O:12])[C:6]1[CH:11]=[CH:10][CH:9]=[CH:8][CH:7]=1. (3) Given the reactants [Cl:1][C:2]1[N:7]=[CH:6][C:5]([C:8]([NH:10][C:11]2[CH:16]=[CH:15][C:14]([O:17][CH2:18][CH3:19])=[CH:13][C:12]=2[N+:20]([O-:22])=[O:21])=[O:9])=[CH:4][CH:3]=1.[CH3:23][O-].[Na+].IC, predict the reaction product. The product is: [Cl:1][C:2]1[N:7]=[CH:6][C:5]([C:8]([N:10]([C:11]2[CH:16]=[CH:15][C:14]([O:17][CH2:18][CH3:19])=[CH:13][C:12]=2[N+:20]([O-:22])=[O:21])[CH3:23])=[O:9])=[CH:4][CH:3]=1. (4) Given the reactants [CH3:1][C:2]1([CH3:23])[O:6][C@@H:5]2[C@@H:7]([CH2:20][NH:21][CH3:22])[O:8][C@@H:9]([N:10]3[CH:18]=[N:17][C:16]4[C:11]3=[N:12][CH:13]=[N:14][C:15]=4[NH2:19])[C@@H:4]2[O:3]1.[C:24]([C:28]1[CH:33]=[CH:32][C:31]([NH:34][C:35]([NH:37][CH:38]([CH3:42])[CH2:39][CH:40]=O)=[O:36])=[CH:30][CH:29]=1)([CH3:27])([CH3:26])[CH3:25].[BH-](OC(C)=O)(OC(C)=O)OC(C)=O.[Na+].C([O-])(O)=O.[Na+], predict the reaction product. The product is: [NH2:19][C:15]1[N:14]=[CH:13][N:12]=[C:11]2[C:16]=1[N:17]=[CH:18][N:10]2[C@H:9]1[C@@H:4]2[O:3][C:2]([CH3:1])([CH3:23])[O:6][C@@H:5]2[C@@H:7]([CH2:20][N:21]([CH3:22])[CH2:40][CH2:39][CH:38]([NH:37][C:35]([NH:34][C:31]2[CH:32]=[CH:33][C:28]([C:24]([CH3:27])([CH3:26])[CH3:25])=[CH:29][CH:30]=2)=[O:36])[CH3:42])[O:8]1. (5) Given the reactants [CH3:1][C:2]([CH3:23])([CH3:22])[CH2:3][C:4]([NH:6][C:7]1[C:15]([C:16]2C=N[CH:19]=[CH:20][CH:21]=2)=[C:10]2[N:11]=[CH:12][CH:13]=[CH:14][N:9]2[N:8]=1)=[O:5].[Cl:24][C:25]1[CH:30]=CC(/C=C/B(O)O)=[CH:27][CH:26]=1, predict the reaction product. The product is: [Cl:24][C:25]1[CH:30]=[CH:19][C:20](/[CH:21]=[CH:16]/[C:15]2[C:7]([NH:6][C:4](=[O:5])[CH2:3][C:2]([CH3:1])([CH3:22])[CH3:23])=[N:8][N:9]3[CH:14]=[CH:13][CH:12]=[N:11][C:10]=23)=[CH:27][CH:26]=1.